This data is from Catalyst prediction with 721,799 reactions and 888 catalyst types from USPTO. The task is: Predict which catalyst facilitates the given reaction. (1) The catalyst class is: 203. Product: [CH3:1][C:2]1[N:7]=[CH:6][C:5]([C:8]2[N:9]=[C:10]3[CH2:24][CH2:23][CH2:22][N:21]([CH2:25][CH2:26][CH2:27][CH2:28][CH2:29][CH2:30][C:31]([O:33][CH2:34][CH3:35])=[O:32])[C:11]3=[N:12][C:13]=2[C:14]2[CH:19]=[CH:18][C:17]([CH3:37])=[CH:20][CH:15]=2)=[CH:4][CH:3]=1. Reactant: [CH3:1][C:2]1[N:7]=[CH:6][C:5]([C:8]2[N:9]=[C:10]3[CH2:24][CH2:23][CH2:22][N:21]([CH2:25][CH2:26][CH2:27][CH2:28][CH2:29][CH2:30][C:31]([O:33][CH2:34][CH3:35])=[O:32])[C:11]3=[N:12][C:13]=2[C:14]2[CH:15]=N[C:17]([CH3:20])=[CH:18][CH:19]=2)=[CH:4][CH:3]=1.B(O)(O)[C:37]1C=CC(C)=CC=1.C(=O)([O-])[O-].[Na+].[Na+].N#N. (2) Reactant: [Br:1][C:2]1[CH:7]=[CH:6][N:5]2[C:8]([C:11]([O:13]CC)=[O:12])=[CH:9][N:10]=[C:4]2[CH:3]=1.[OH-].[Na+].Cl. Product: [Br:1][C:2]1[CH:7]=[CH:6][N:5]2[C:8]([C:11]([OH:13])=[O:12])=[CH:9][N:10]=[C:4]2[CH:3]=1. The catalyst class is: 5. (3) Reactant: [CH3:1][C@H:2]1[CH2:7][CH2:6][C@H:5]([C:8]([OH:10])=O)[CH2:4][CH2:3]1.S(Cl)([Cl:13])=O. Product: [CH3:1][C@H:2]1[CH2:7][CH2:6][C@H:5]([C:8]([Cl:13])=[O:10])[CH2:4][CH2:3]1. The catalyst class is: 2. (4) Reactant: [NH:1]([C:3]1[N:8]=[C:7]([CH3:9])[C:6]([O:10][C:11]2[CH:16]=[CH:15][N:14]=[C:13]([C:17]3[CH:18]=[N:19][N:20]([CH3:22])[CH:21]=3)[CH:12]=2)=[CH:5][CH:4]=1)[NH2:2].[CH3:23][C:24]([CH3:29])([CH3:28])[C:25](Cl)=[O:26].C(N(CC)CC)C.Cl[C:38](Cl)([O:40]C(=O)OC(Cl)(Cl)Cl)Cl. Product: [C:24]([C:25]1[O:26][C:38](=[O:40])[N:1]([C:3]2[CH:4]=[CH:5][C:6]([O:10][C:11]3[CH:16]=[CH:15][N:14]=[C:13]([C:17]4[CH:18]=[N:19][N:20]([CH3:22])[CH:21]=4)[CH:12]=3)=[C:7]([CH3:9])[N:8]=2)[N:2]=1)([CH3:29])([CH3:28])[CH3:23]. The catalyst class is: 2.